From a dataset of Catalyst prediction with 721,799 reactions and 888 catalyst types from USPTO. Predict which catalyst facilitates the given reaction. (1) Reactant: C[O:2][C:3](=[O:22])[CH2:4][CH2:5][N:6]1[C:11]2[CH:12]=[C:13]([Cl:17])[CH:14]=[C:15]([Cl:16])[C:10]=2[O:9][C@@H:8]([CH:18]([CH3:20])[CH3:19])[C:7]1=[O:21].[OH-].[Na+]. Product: [Cl:17][C:13]1[CH:14]=[C:15]([Cl:16])[C:10]2[O:9][C@@H:8]([CH:18]([CH3:20])[CH3:19])[C:7](=[O:21])[N:6]([CH2:5][CH2:4][C:3]([OH:22])=[O:2])[C:11]=2[CH:12]=1. The catalyst class is: 5. (2) Reactant: [O:1]1[C:10]2[CH:9]=[C:8]([CH2:11][NH:12][CH2:13][CH:14]3[CH2:19][CH2:18][CH2:17][N:16]([CH2:20][CH2:21][N:22]4[C:31]5[C:26](=[N:27][CH:28]=[C:29]([F:32])[CH:30]=5)[CH:25]=[CH:24][C:23]4=[O:33])[CH2:15]3)[N:7]=[CH:6][C:5]=2[O:4][CH2:3][CH2:2]1.[ClH:34].C(OCC)(=O)C. Product: [ClH:34].[O:1]1[C:10]2[CH:9]=[C:8]([CH2:11][NH:12][CH2:13][CH:14]3[CH2:19][CH2:18][CH2:17][N:16]([CH2:20][CH2:21][N:22]4[C:31]5[C:26](=[N:27][CH:28]=[C:29]([F:32])[CH:30]=5)[CH:25]=[CH:24][C:23]4=[O:33])[CH2:15]3)[N:7]=[CH:6][C:5]=2[O:4][CH2:3][CH2:2]1. The catalyst class is: 13. (3) Reactant: [C:1]([O:5][C:6]([N:8]([CH2:18][C:19]1[CH:28]=[CH:27][C:22]([C:23]([O:25][CH3:26])=[O:24])=[CH:21][CH:20]=1)[CH2:9][CH2:10][C:11]1[CH:16]=[CH:15][CH:14]=[CH:13][C:12]=1[OH:17])=[O:7])([CH3:4])([CH3:3])[CH3:2].[C:29]1([CH2:35][CH2:36][CH2:37][CH2:38][CH2:39]Br)[CH:34]=[CH:33][CH:32]=[CH:31][CH:30]=1.C(=O)([O-])[O-].[K+].[K+].O. Product: [C:1]([O:5][C:6]([N:8]([CH2:18][C:19]1[CH:20]=[CH:21][C:22]([C:23]([O:25][CH3:26])=[O:24])=[CH:27][CH:28]=1)[CH2:9][CH2:10][C:11]1[CH:16]=[CH:15][CH:14]=[CH:13][C:12]=1[O:17][CH2:39][CH2:38][CH2:37][CH2:36][CH2:35][C:29]1[CH:34]=[CH:33][CH:32]=[CH:31][CH:30]=1)=[O:7])([CH3:3])([CH3:2])[CH3:4]. The catalyst class is: 10. (4) Reactant: [OH-].[Na+].C([O:11][C:12]1[CH:27]=[CH:26][C:15]([C:16]([O:18][CH2:19][C:20]2[CH:25]=[CH:24][CH:23]=[CH:22][CH:21]=2)=[O:17])=[C:14]([O:28][CH2:29][C:30]2[CH:35]=[CH:34][CH:33]=[CH:32][CH:31]=2)[CH:13]=1)(=O)C1C=CC=CC=1.Cl. Product: [CH2:29]([O:28][C:14]1[CH:13]=[C:12]([OH:11])[CH:27]=[CH:26][C:15]=1[C:16]([O:18][CH2:19][C:20]1[CH:21]=[CH:22][CH:23]=[CH:24][CH:25]=1)=[O:17])[C:30]1[CH:31]=[CH:32][CH:33]=[CH:34][CH:35]=1. The catalyst class is: 5.